This data is from Full USPTO retrosynthesis dataset with 1.9M reactions from patents (1976-2016). The task is: Predict the reactants needed to synthesize the given product. (1) Given the product [CH:7]12[NH:6][CH:11]([CH2:12][CH2:13]1)[CH2:10][C:9](=[C:14]([C:15]1[CH:16]=[N:17][CH:18]=[CH:19][CH:20]=1)[C:21]1[CH:26]=[CH:25][C:24]([C:27]([NH:28][CH2:29][CH3:30])=[O:31])=[CH:23][CH:22]=1)[CH2:8]2, predict the reactants needed to synthesize it. The reactants are: C(OC([N:6]1[CH:11]2[CH2:12][CH2:13][CH:7]1[CH2:8][C:9](=[C:14]([C:21]1[CH:26]=[CH:25][C:24]([C:27](=[O:31])[NH:28][CH2:29][CH3:30])=[CH:23][CH:22]=1)[C:15]1[CH:16]=[N:17][CH:18]=[CH:19][CH:20]=1)[CH2:10]2)=O)C.[Si](I)(C)(C)C. (2) Given the product [Cl:1][C:2]1[CH:7]=[C:6]([F:8])[CH:5]=[C:4]([Cl:9])[C:3]=1[N:10]1[CH:18]=[C:13]2[CH:14]=[N+:15]([O-:27])[CH:16]=[CH:17][C:12]2=[N:11]1, predict the reactants needed to synthesize it. The reactants are: [Cl:1][C:2]1[CH:7]=[C:6]([F:8])[CH:5]=[C:4]([Cl:9])[C:3]=1[N:10]1[CH:18]=[C:13]2[CH:14]=[N:15][CH:16]=[CH:17][C:12]2=[N:11]1.C1C=C(Cl)C=C(C(OO)=[O:27])C=1.S([O-])([O-])(=O)=S.[Na+].[Na+]. (3) Given the product [Si:10]([O:6][CH2:5][C:4]([CH3:9])([CH3:3])[CH2:7][OH:8])([C:23]([CH3:26])([CH3:25])[CH3:24])([C:17]1[CH:18]=[CH:19][CH:20]=[CH:21][CH:22]=1)[C:11]1[CH:16]=[CH:15][CH:14]=[CH:13][CH:12]=1, predict the reactants needed to synthesize it. The reactants are: [H-].[Na+].[CH3:3][C:4]([CH3:9])([CH2:7][OH:8])[CH2:5][OH:6].[Si:10](Cl)([C:23]([CH3:26])([CH3:25])[CH3:24])([C:17]1[CH:22]=[CH:21][CH:20]=[CH:19][CH:18]=1)[C:11]1[CH:16]=[CH:15][CH:14]=[CH:13][CH:12]=1.C(=O)([O-])O.[Na+]. (4) Given the product [CH3:17][O:16][C:14]1[C:13]([C:18]([F:21])([F:19])[F:20])=[CH:12][C:11]2[N:6]([CH2:5][C:4]([OH:23])=[O:3])[C:7](=[O:22])[CH2:8][O:9][C:10]=2[CH:15]=1, predict the reactants needed to synthesize it. The reactants are: C([O:3][C:4](=[O:23])[CH2:5][N:6]1[C:11]2[CH:12]=[C:13]([C:18]([F:21])([F:20])[F:19])[C:14]([O:16][CH3:17])=[CH:15][C:10]=2[O:9][CH2:8][C:7]1=[O:22])C.[Li+].[OH-].CC#N.O.FC(F)(F)C(O)=O. (5) Given the product [Br:31][C:27]1[CH:26]=[C:25]([C:23]([CH3:22])=[C:12]([CH3:13])[C:10]([O:9][CH2:8][CH3:7])=[O:11])[CH:30]=[CH:29][CH:28]=1, predict the reactants needed to synthesize it. The reactants are: CC(C)([O-])C.[K+].[CH3:7][CH2:8][O:9][C:10]([CH:12](P(OCC)(OCC)=O)[CH3:13])=[O:11].[CH3:22][C:23]([C:25]1[CH:30]=[CH:29][CH:28]=[C:27]([Br:31])[CH:26]=1)=O.